From a dataset of Catalyst prediction with 721,799 reactions and 888 catalyst types from USPTO. Predict which catalyst facilitates the given reaction. (1) Reactant: [CH3:1][C:2]1[CH:7]=[CH:6][C:5]([CH2:8][CH2:9][O:10][C@H:11]2[CH2:15][CH2:14][C@H:13]([NH:16]C(=O)OCC3C=CC=CC=3)[CH2:12]2)=[CH:4][CH:3]=1.[H][H]. Product: [CH3:1][C:2]1[CH:3]=[CH:4][C:5]([CH2:8][CH2:9][O:10][C@H:11]2[CH2:15][CH2:14][C@H:13]([NH2:16])[CH2:12]2)=[CH:6][CH:7]=1. The catalyst class is: 63. (2) Reactant: [OH-].[Li+].[CH3:3][C:4]([C:6]1[CH:7]=[CH:8][C:9]([OH:13])=[CH:10][C:11]=1[OH:12])=[O:5].[CH3:14][O:15][C:16]1[CH:17]=[C:18]([CH:22]=[CH:23][C:24]=1[O:25][CH3:26])[C:19](Cl)=O.Cl. Product: [CH3:14][O:15][C:16]1[CH:17]=[C:18]([CH:22]=[CH:23][C:24]=1[O:25][CH3:26])[C:19]1[O:12][C:11]2[C:6]([C:4](=[O:5])[CH:3]=1)=[CH:7][CH:8]=[C:9]([OH:13])[CH:10]=2. The catalyst class is: 1. (3) Reactant: [C:1]([BH3-])#N.[Na+].Cl.[Cl:6][C:7]1[CH:12]=[CH:11][C:10]([C:13]2[S:38][C:16]3[C:17](=[O:37])[N:18]([C:21]4[CH:22]=[N:23][C:24]([N:27]5[CH2:31][CH2:30][C@@H:29]([NH:32][CH2:33][CH:34]([F:36])[F:35])[CH2:28]5)=[CH:25][CH:26]=4)[CH:19]=[CH:20][C:15]=3[CH:14]=2)=[CH:9][CH:8]=1.C(O)(=O)C.C=O. Product: [Cl:6][C:7]1[CH:12]=[CH:11][C:10]([C:13]2[S:38][C:16]3[C:17](=[O:37])[N:18]([C:21]4[CH:22]=[N:23][C:24]([N:27]5[CH2:31][CH2:30][C@@H:29]([N:32]([CH2:33][CH:34]([F:36])[F:35])[CH3:1])[CH2:28]5)=[CH:25][CH:26]=4)[CH:19]=[CH:20][C:15]=3[CH:14]=2)=[CH:9][CH:8]=1. The catalyst class is: 5. (4) Reactant: [CH3:1][C:2]1[C:11]2[C:6](=[CH:7][CH:8]=[CH:9][CH:10]=2)[NH:5][C:4](=O)[CH:3]=1.[N+:13]([O-:16])(O)=[O:14].P(Cl)(Cl)([Cl:19])=O. Product: [Cl:19][C:4]1[CH:3]=[C:2]([CH3:1])[C:11]2[C:6](=[CH:7][CH:8]=[C:9]([N+:13]([O-:16])=[O:14])[CH:10]=2)[N:5]=1. The catalyst class is: 65. (5) Reactant: [CH3:1][S:2](Cl)(=[O:4])=[O:3].[Cl:6][C:7]1[CH:8]=[C:9]([OH:22])[CH:10]=[C:11]([B:13]2[O:17][C:16]([CH3:19])([CH3:18])[C:15]([CH3:21])([CH3:20])[O:14]2)[CH:12]=1.C(N(CC)CC)C. Product: [CH3:1][S:2]([O:22][C:9]1[CH:10]=[C:11]([B:13]2[O:17][C:16]([CH3:18])([CH3:19])[C:15]([CH3:21])([CH3:20])[O:14]2)[CH:12]=[C:7]([Cl:6])[CH:8]=1)(=[O:4])=[O:3]. The catalyst class is: 4. (6) Reactant: [F:1][C:2]1[C:7]([C:8]([F:11])([F:10])[F:9])=[CH:6][CH:5]=[CH:4][C:3]=1[NH:12][C:13]1[CH:14]=[C:15]2[C:19]3=[C:20]([CH2:22][O:23][CH2:24][CH2:25][N:18]3[C@H:17]3[CH2:26][CH2:27][NH:28][CH2:29][C@@H:16]23)[CH:21]=1.I[CH2:31][CH3:32].C(=O)([O-])[O-].[Na+].[Na+]. Product: [CH2:31]([N:28]1[CH2:27][CH2:26][C@@H:17]2[N:18]3[CH2:25][CH2:24][O:23][CH2:22][C:20]4[CH:21]=[C:13]([NH:12][C:3]5[CH:4]=[CH:5][CH:6]=[C:7]([C:8]([F:10])([F:11])[F:9])[C:2]=5[F:1])[CH:14]=[C:15]([C:19]3=4)[C@@H:16]2[CH2:29]1)[CH3:32]. The catalyst class is: 7.